From a dataset of Peptide-MHC class I binding affinity with 185,985 pairs from IEDB/IMGT. Regression. Given a peptide amino acid sequence and an MHC pseudo amino acid sequence, predict their binding affinity value. This is MHC class I binding data. (1) The peptide sequence is KLFTIAMWLL. The MHC is HLA-A02:01 with pseudo-sequence HLA-A02:01. The binding affinity (normalized) is 0.686. (2) The peptide sequence is NHINVELDL. The MHC is Mamu-A07 with pseudo-sequence Mamu-A07. The binding affinity (normalized) is 0.524.